From a dataset of Forward reaction prediction with 1.9M reactions from USPTO patents (1976-2016). Predict the product of the given reaction. (1) Given the reactants [Cl:1][C:2]1[CH:34]=[CH:33][C:5]([C:6]([NH:8][CH:9]([CH2:21][C:22]2[C:31]3[C:26](=[CH:27][CH:28]=[CH:29][CH:30]=3)[NH:25][C:24](=[O:32])[CH:23]=2)[C:10]([O:12][CH2:13][CH2:14][N:15]2[CH2:20][CH2:19][O:18][CH2:17][CH2:16]2)=[O:11])=[O:7])=[CH:4][CH:3]=1.[C:35]([OH:47])(=[O:46])[CH2:36][C:37]([CH2:42][C:43]([OH:45])=[O:44])([C:39]([OH:41])=[O:40])[OH:38], predict the reaction product. The product is: [C:35]([OH:47])(=[O:46])[CH2:36][C:37]([CH2:42][C:43]([OH:45])=[O:44])([C:39]([OH:41])=[O:40])[OH:38].[Cl:1][C:2]1[CH:3]=[CH:4][C:5]([C:6]([NH:8][CH:9]([CH2:21][C:22]2[C:31]3[C:26](=[CH:27][CH:28]=[CH:29][CH:30]=3)[NH:25][C:24](=[O:32])[CH:23]=2)[C:10]([O:12][CH2:13][CH2:14][N:15]2[CH2:16][CH2:17][O:18][CH2:19][CH2:20]2)=[O:11])=[O:7])=[CH:33][CH:34]=1. (2) Given the reactants [Cl:1][C:2]1[C:7]([C:8]2[CH:13]=[CH:12][CH:11]=[CH:10][CH:9]=2)=[N:6][N:5]=[C:4]2[N:14]([CH2:23][C:24](O)=[O:25])[N:15]=[C:16]([C:17]3[CH:22]=[CH:21][CH:20]=[CH:19][CH:18]=3)[C:3]=12.Cl.[CH3:28][C:29]1([NH2:33])[CH2:32][CH2:31][CH2:30]1.C(N(C(C)C)CC)(C)C.F[P-](F)(F)(F)(F)F.N1(OC(N(C)C)=[N+](C)C)C2N=CC=CC=2N=N1, predict the reaction product. The product is: [Cl:1][C:2]1[C:7]([C:8]2[CH:9]=[CH:10][CH:11]=[CH:12][CH:13]=2)=[N:6][N:5]=[C:4]2[N:14]([CH2:23][C:24]([NH:33][C:29]3([CH3:28])[CH2:32][CH2:31][CH2:30]3)=[O:25])[N:15]=[C:16]([C:17]3[CH:22]=[CH:21][CH:20]=[CH:19][CH:18]=3)[C:3]=12.